Dataset: Peptide-MHC class II binding affinity with 134,281 pairs from IEDB. Task: Regression. Given a peptide amino acid sequence and an MHC pseudo amino acid sequence, predict their binding affinity value. This is MHC class II binding data. (1) The peptide sequence is AAATAGTTVRGAFAA. The MHC is HLA-DPA10103-DPB10601 with pseudo-sequence HLA-DPA10103-DPB10601. The binding affinity (normalized) is 0.0648. (2) The peptide sequence is QKRGIVKENIIDLTKI. The MHC is DRB1_0101 with pseudo-sequence DRB1_0101. The binding affinity (normalized) is 0.359. (3) The peptide sequence is MENRWQVMIVWQVDR. The MHC is DRB1_1302 with pseudo-sequence DRB1_1302. The binding affinity (normalized) is 0. (4) The peptide sequence is LNVSYLCHLITKETP. The MHC is DRB1_0101 with pseudo-sequence DRB1_0101. The binding affinity (normalized) is 0.583. (5) The peptide sequence is NYNTDLLPDWATERF. The MHC is DRB1_0101 with pseudo-sequence DRB1_0101. The binding affinity (normalized) is 0.273. (6) The peptide sequence is TEKGMKNVFDDVVPE. The MHC is HLA-DQA10501-DQB10201 with pseudo-sequence HLA-DQA10501-DQB10201. The binding affinity (normalized) is 0.395. (7) The peptide sequence is GKKKYKLKHIVWASREL. The MHC is DRB1_0404 with pseudo-sequence DRB1_0404. The binding affinity (normalized) is 0.477.